Dataset: Catalyst prediction with 721,799 reactions and 888 catalyst types from USPTO. Task: Predict which catalyst facilitates the given reaction. (1) Reactant: C(N(CC)CC)C.C1(P(C2C=CC=CC=2)C2C=CC=CC=2)C=CC=CC=1.ClC(Cl)(Cl)C(Cl)(Cl)Cl.O[C:36]1[CH:41]=[CH:40][C:39]([OH:42])=[CH:38][C:37]=1[NH:43][C:44]([C:46]1[O:50][N:49]=[C:48]([O:51][CH2:52][C@@H:53]([NH:55][C:56](=[O:62])[O:57][C:58]([CH3:61])([CH3:60])[CH3:59])[CH3:54])[CH:47]=1)=[O:45]. Product: [OH:42][C:39]1[CH:40]=[CH:41][C:36]2[O:45][C:44]([C:46]3[O:50][N:49]=[C:48]([O:51][CH2:52][C@@H:53]([NH:55][C:56](=[O:62])[O:57][C:58]([CH3:61])([CH3:60])[CH3:59])[CH3:54])[CH:47]=3)=[N:43][C:37]=2[CH:38]=1. The catalyst class is: 47. (2) Product: [CH2:1]([O:3][C:4](=[O:20])[CH:5]([C:11]1[CH:16]=[CH:15][CH:14]=[C:13]([NH2:17])[CH:12]=1)[CH2:6][CH2:7][CH2:8][CH2:9][CH3:10])[CH3:2]. Reactant: [CH2:1]([O:3][C:4](=[O:20])[CH:5]([C:11]1[CH:16]=[CH:15][CH:14]=[C:13]([N+:17]([O-])=O)[CH:12]=1)[CH2:6][CH2:7][CH2:8][CH2:9][CH3:10])[CH3:2].[H][H]. The catalyst class is: 78.